Predict which catalyst facilitates the given reaction. From a dataset of Catalyst prediction with 721,799 reactions and 888 catalyst types from USPTO. (1) Reactant: [C:1]([O:5][C:6]([N:8]1[C@H:17]([C:18](=[O:40])[NH:19][C@H:20]([C:36]([O:38][CH3:39])=[O:37])[CH2:21][C:22]2[CH:27]=[CH:26][C:25]([C:28]3[CH:33]=[CH:32][C:31]([C:34]#[N:35])=[CH:30][CH:29]=3)=[CH:24][CH:23]=2)[CH2:16][C:15]2[C:10](=[CH:11][C:12]([OH:42])=[C:13]([NH2:41])[CH:14]=2)[CH2:9]1)=[O:7])([CH3:4])([CH3:3])[CH3:2].C(=O)(O)[O-].[Na+].Cl[CH:49]([C:53]1[CH:58]=[CH:57][C:56]([O:59][CH2:60][C:61]2[CH:66]=[CH:65][C:64]([Cl:67])=[C:63]([Cl:68])[CH:62]=2)=[CH:55][CH:54]=1)[C:50](Cl)=[O:51].C(=O)([O-])[O-].[K+].[K+]. Product: [C:1]([O:5][C:6]([N:8]1[CH:17]([C:18](=[O:40])[NH:19][C@H:20]([C:36]([O:38][CH3:39])=[O:37])[CH2:21][C:22]2[CH:27]=[CH:26][C:25]([C:28]3[CH:29]=[CH:30][C:31]([C:34]#[N:35])=[CH:32][CH:33]=3)=[CH:24][CH:23]=2)[CH2:16][C:15]2[CH:14]=[C:13]3[C:12]([O:42][C@@H:49]([C:53]4[CH:58]=[CH:57][C:56]([O:59][CH2:60][C:61]5[CH:66]=[CH:65][C:64]([Cl:67])=[C:63]([Cl:68])[CH:62]=5)=[CH:55][CH:54]=4)[C:50](=[O:51])[NH:41]3)=[CH:11][C:10]=2[CH2:9]1)=[O:7])([CH3:4])([CH3:2])[CH3:3]. The catalyst class is: 161. (2) Reactant: [C:1]([O:5][C:6]([N:8]1[CH:12]=[C:11]([N+:13]([O-])=O)[C:10]([CH3:16])=[N:9]1)=[O:7])([CH3:4])([CH3:3])[CH3:2].[H][H]. Product: [C:1]([O:5][C:6]([N:8]1[CH:12]=[C:11]([NH2:13])[C:10]([CH3:16])=[N:9]1)=[O:7])([CH3:4])([CH3:3])[CH3:2]. The catalyst class is: 43. (3) The catalyst class is: 3. Reactant: [CH2:1]([N:3]([CH2:37][CH3:38])[CH2:4][CH2:5][CH2:6][NH:7][C:8]1[N:9]=[C:10]([C:27]2[CH:28]=[C:29]([CH:33]=[CH:34][C:35]=2[CH3:36])[C:30]([OH:32])=O)[C:11]2[CH:17]=[CH:16][C:15](=[O:18])[N:14]([C:19]3[C:24]([F:25])=[CH:23][CH:22]=[CH:21][C:20]=3[F:26])[C:12]=2[N:13]=1)[CH3:2].CN(C(O[N:47]1N=N[C:49]2[CH:50]=CC=[CH:53][C:48]1=2)=[N+](C)C)C.F[P-](F)(F)(F)(F)F.C(N(CC)CC)C.C(N)(CC)C. Product: [CH2:37]([N:3]([CH2:1][CH3:2])[CH2:4][CH2:5][CH2:6][NH:7][C:8]1[N:9]=[C:10]([C:27]2[CH:28]=[C:29]([CH:33]=[CH:34][C:35]=2[CH3:36])[C:30]([NH:47][CH:48]([CH3:53])[CH2:49][CH3:50])=[O:32])[C:11]2[CH:17]=[CH:16][C:15](=[O:18])[N:14]([C:19]3[C:20]([F:26])=[CH:21][CH:22]=[CH:23][C:24]=3[F:25])[C:12]=2[N:13]=1)[CH3:38]. (4) Reactant: [CH2:1]([O:3][C:4](=[O:18])[CH2:5][C:6]1[C:15]2[C:10](=[CH:11][C:12]([OH:16])=[CH:13][CH:14]=2)[CH:9]=[CH:8][C:7]=1[Cl:17])[CH3:2].[F:19][C:20]([F:33])([F:32])[S:21](O[S:21]([C:20]([F:33])([F:32])[F:19])(=[O:23])=[O:22])(=[O:23])=[O:22]. Product: [CH2:1]([O:3][C:4](=[O:18])[CH2:5][C:6]1[C:15]2[C:10](=[CH:11][C:12]([O:16][S:21]([C:20]([F:33])([F:32])[F:19])(=[O:23])=[O:22])=[CH:13][CH:14]=2)[CH:9]=[CH:8][C:7]=1[Cl:17])[CH3:2]. The catalyst class is: 17. (5) Reactant: Br[C:2]1[CH:7]=[CH:6][C:5]([O:8][CH:9]([F:11])[F:10])=[CH:4][CH:3]=1.[B:12](OC(C)C)([O:17]C(C)C)[O:13]C(C)C.C([Li])CCC.Cl. Product: [F:10][CH:9]([F:11])[O:8][C:5]1[CH:6]=[CH:7][C:2]([B:12]([OH:17])[OH:13])=[CH:3][CH:4]=1. The catalyst class is: 30. (6) Reactant: [H-].[Na+].[NH:3]1[CH:7]=[CH:6][N:5]=[CH:4]1.[NH2:8][C:9]1[N:14]=[C:13](S(C)=O)[C:12]([C:18]2[CH:19]=[CH:20][C:21](=[O:27])[N:22]([CH:24]([CH3:26])[CH3:25])[N:23]=2)=[C:11]([C:28]2[CH:33]=[CH:32][CH:31]=[CH:30][CH:29]=2)[N:10]=1.O. Product: [NH2:8][C:9]1[N:14]=[C:13]([N:3]2[CH:7]=[CH:6][N:5]=[CH:4]2)[C:12]([C:18]2[CH:19]=[CH:20][C:21](=[O:27])[N:22]([CH:24]([CH3:26])[CH3:25])[N:23]=2)=[C:11]([C:28]2[CH:29]=[CH:30][CH:31]=[CH:32][CH:33]=2)[N:10]=1. The catalyst class is: 80. (7) Reactant: [CH:1]([O:4][C:5]1[CH:9]=[C:8]([CH2:10][CH2:11][C:12]([O:14][CH2:15][CH3:16])=[O:13])[NH:7][N:6]=1)([CH3:3])[CH3:2].C(=O)([O-])[O-].[K+].[K+].Cl.Cl[CH2:25][C:26]1[CH:31]=[CH:30][CH:29]=[CH:28][N:27]=1.CN(C)C=O. Product: [CH:1]([O:4][C:5]1[CH:9]=[C:8]([CH2:10][CH2:11][C:12]([O:14][CH2:15][CH3:16])=[O:13])[N:7]([CH2:25][C:26]2[CH:31]=[CH:30][CH:29]=[CH:28][N:27]=2)[N:6]=1)([CH3:3])[CH3:2]. The catalyst class is: 6.